Dataset: Full USPTO retrosynthesis dataset with 1.9M reactions from patents (1976-2016). Task: Predict the reactants needed to synthesize the given product. (1) Given the product [Cl:12][C:6]1[N:5]=[C:4]2[C:9]([N:10]=[C:2]([C:24]([O:26][CH2:27][CH3:28])=[CH2:25])[N:3]2[CH:13]2[CH2:18][CH2:17][CH2:16][CH2:15][O:14]2)=[C:8]([Cl:11])[N:7]=1, predict the reactants needed to synthesize it. The reactants are: Br[C:2]1[N:3]([CH:13]2[CH2:18][CH2:17][CH2:16][CH2:15][O:14]2)[C:4]2[C:9]([N:10]=1)=[C:8]([Cl:11])[N:7]=[C:6]([Cl:12])[N:5]=2.C([Sn](CCCC)(CCCC)[C:24]([O:26][CH2:27][CH3:28])=[CH2:25])CCC.O1C=CC=C1P(C1OC=CC=1)C1OC=CC=1. (2) Given the product [CH3:29][O:28][CH2:27][CH2:26][N:16]1[CH:13]2[CH2:12][CH2:11][C:10]1([C:17]([C:19]1[CH:24]=[CH:23][N:22]=[CH:21][CH:20]=1)=[O:18])[CH2:15][CH2:14]2, predict the reactants needed to synthesize it. The reactants are: CCN(C(C)C)C(C)C.[C:10]12([C:17]([C:19]3[CH:24]=[CH:23][N:22]=[CH:21][CH:20]=3)=[O:18])[NH:16][CH:13]([CH2:14][CH2:15]1)[CH2:12][CH2:11]2.Br[CH2:26][CH2:27][O:28][CH3:29]. (3) The reactants are: [CH3:1][S:2]([CH2:5][CH2:6][CH2:7][NH:8][C:9]1[CH:16]=[CH:15][C:12]([C:13]#[N:14])=[CH:11][C:10]=1[N+:17]([O-])=O)(=[O:4])=[O:3]. Given the product [CH3:1][S:2]([CH2:5][CH2:6][CH2:7][NH:8][C:9]1[CH:16]=[CH:15][C:12]([C:13]#[N:14])=[CH:11][C:10]=1[NH2:17])(=[O:3])=[O:4], predict the reactants needed to synthesize it. (4) Given the product [F:32][C:26]1[CH:27]=[CH:28][CH:29]=[C:30]([F:31])[C:25]=1[NH:24][C:22](=[O:23])[C:21]1[CH:33]=[C:17]([C:9]2[N:10]=[C:11]3[CH:16]=[CH:15][CH:14]=[CH:13][N:12]3[C:8]=2[C:6]2[CH:5]=[CH:4][N:3]=[C:2]([NH:43][C:42]3[CH:44]=[C:38]([CH3:37])[C:39]([N:47]4[CH2:53][CH2:52][CH2:51][N:50]([CH2:54][CH2:55][S:56]([CH3:59])(=[O:58])=[O:57])[CH2:49][CH2:48]4)=[CH:40][C:41]=3[O:45][CH3:46])[N:7]=2)[CH:18]=[CH:19][C:20]=1[O:34][CH2:35][CH3:36], predict the reactants needed to synthesize it. The reactants are: Cl[C:2]1[N:7]=[C:6]([C:8]2[N:12]3[CH:13]=[CH:14][CH:15]=[CH:16][C:11]3=[N:10][C:9]=2[C:17]2[CH:18]=[CH:19][C:20]([O:34][CH2:35][CH3:36])=[C:21]([CH:33]=2)[C:22]([NH:24][C:25]2[C:30]([F:31])=[CH:29][CH:28]=[CH:27][C:26]=2[F:32])=[O:23])[CH:5]=[CH:4][N:3]=1.[CH3:37][C:38]1[C:39]([N:47]2[CH2:53][CH2:52][CH2:51][N:50]([CH2:54][CH2:55][S:56]([CH3:59])(=[O:58])=[O:57])[CH2:49][CH2:48]2)=[CH:40][C:41]([O:45][CH3:46])=[C:42]([CH:44]=1)[NH2:43].C1(C)C=CC(S(O)(=O)=O)=CC=1.C(O)C(F)(F)F.N. (5) Given the product [N:18]1([CH2:7][CH2:6][CH2:5][CH2:4][C:3]([OH:2])=[O:9])[CH2:23][CH2:22][CH2:21][CH2:20][CH2:19]1, predict the reactants needed to synthesize it. The reactants are: C[O:2][C:3](=[O:9])[CH2:4][CH2:5][CH2:6][CH2:7]Br.C(=O)([O-])[O-].[K+].[K+].[I-].[K+].[NH:18]1[CH2:23][CH2:22][CH2:21][CH2:20][CH2:19]1. (6) The reactants are: [Cl:1][C:2]1[CH:7]=[CH:6][N:5]=[CH:4][C:3]=1[NH2:8].[C:9](Cl)(Cl)=[O:10].[C:13]1([C@H:19]([OH:21])[CH3:20])[CH:18]=[CH:17][CH:16]=[CH:15][CH:14]=1. Given the product [C:13]1([C@H:19]([O:21][C:9](=[O:10])[NH:8][C:3]2[CH:4]=[N:5][CH:6]=[CH:7][C:2]=2[Cl:1])[CH3:20])[CH:18]=[CH:17][CH:16]=[CH:15][CH:14]=1, predict the reactants needed to synthesize it. (7) Given the product [OH:1][C:2]1[CH:3]=[C:4]2[C:9](=[CH:10][CH:11]=1)[CH:8]=[C:7]([C:12]([O:14][CH3:15])=[O:13])[CH:6]=[CH:5]2, predict the reactants needed to synthesize it. The reactants are: [OH:1][C:2]1[CH:3]=[C:4]2[C:9](=[CH:10][CH:11]=1)[CH:8]=[C:7]([C:12]([OH:14])=[O:13])[CH:6]=[CH:5]2.[CH3:15]O.